From a dataset of Full USPTO retrosynthesis dataset with 1.9M reactions from patents (1976-2016). Predict the reactants needed to synthesize the given product. (1) Given the product [C:1]([C:3]1[CH:4]=[CH:5][C:6]([OH:24])=[C:7]([S:9]([NH:12][CH2:13][CH2:14][C:15]2[CH:16]=[CH:17][C:18]([CH:21]([CH3:22])[CH3:23])=[CH:19][CH:20]=2)(=[O:11])=[O:10])[CH:8]=1)#[N:2], predict the reactants needed to synthesize it. The reactants are: [C:1]([C:3]1[CH:4]=[CH:5][C:6]([O:24]C)=[C:7]([S:9]([NH:12][CH2:13][CH2:14][C:15]2[CH:20]=[CH:19][C:18]([CH:21]([CH3:23])[CH3:22])=[CH:17][CH:16]=2)(=[O:11])=[O:10])[CH:8]=1)#[N:2].[Cl-].[Li+].Cl. (2) Given the product [CH3:27][C:28]1[C:32]([S:33]([N:21]2[CH2:20][CH2:19][C:16]3([C:15](=[O:24])[N:14]([C:11]4[CH:12]=[CH:13][C:8]([O:7][C:6]([F:5])([F:25])[F:26])=[CH:9][CH:10]=4)[CH2:18][CH2:17]3)[CH2:23][CH2:22]2)(=[O:35])=[O:34])=[C:31]([CH3:37])[O:30][N:29]=1, predict the reactants needed to synthesize it. The reactants are: C(O)(=O)C.[F:5][C:6]([F:26])([F:25])[O:7][C:8]1[CH:13]=[CH:12][C:11]([N:14]2[CH2:18][CH2:17][C:16]3([CH2:23][CH2:22][NH:21][CH2:20][CH2:19]3)[C:15]2=[O:24])=[CH:10][CH:9]=1.[CH3:27][C:28]1[C:32]([S:33](Cl)(=[O:35])=[O:34])=[C:31]([CH3:37])[O:30][N:29]=1. (3) Given the product [C:1]([O:7][CH2:8][N:9]1[C:17]2=[N:16][CH:15]=[C:14]([C:37]3[C:38]4[C:43](=[CH:42][C:41]([C:44]#[N:45])=[CH:40][CH:39]=4)[N:35]([CH3:34])[N:36]=3)[N:13]=[C:12]2[C:11]([C:19](=[O:33])[NH:20][C:21]([CH3:31])([CH3:32])[CH2:22][OH:23])=[CH:10]1)(=[O:6])[C:2]([CH3:3])([CH3:5])[CH3:4], predict the reactants needed to synthesize it. The reactants are: [C:1]([O:7][CH2:8][N:9]1[C:17]2[C:12](=[N:13][C:14](Br)=[CH:15][N:16]=2)[C:11]([C:19](=[O:33])[NH:20][C:21]([CH3:32])([CH3:31])[CH2:22][O:23][Si](C(C)(C)C)(C)C)=[CH:10]1)(=[O:6])[C:2]([CH3:5])([CH3:4])[CH3:3].[CH3:34][N:35]1[C:43]2[C:38](=[CH:39][CH:40]=[C:41]([C:44]#[N:45])[CH:42]=2)[C:37]([Sn](CCCC)(CCCC)CCCC)=[N:36]1. (4) Given the product [ClH:66].[ClH:66].[CH3:50][O:49][C:47]1[CH:48]=[C:43]([C:40]2[CH:39]=[CH:38][C:37]([C:36]([N:33]3[CH2:34][CH2:35][N:30]([CH2:29][CH2:28][CH2:27][N:24]4[CH2:25][CH2:26][N:21]([C:19](=[O:20])[C:18]5[CH:58]=[CH:59][C:15]([C:5]6[CH:4]=[C:3]([O:2][CH3:1])[C:8]([O:9][CH2:10][CH2:11][CH3:12])=[C:7]([O:13][CH3:14])[CH:6]=6)=[CH:16][CH:17]=5)[CH2:22][CH2:23]4)[CH2:31][CH2:32]3)=[O:57])=[CH:42][CH:41]=2)[CH:44]=[C:45]([O:55][CH3:56])[C:46]=1[O:51][CH2:52][CH2:53][CH3:54], predict the reactants needed to synthesize it. The reactants are: [CH3:1][O:2][C:3]1[CH:4]=[C:5]([C:15]2[CH:59]=[CH:58][C:18]([C:19]([N:21]3[CH2:26][CH2:25][N:24]([CH2:27][CH2:28][CH2:29][N:30]4[CH2:35][CH2:34][N:33]([C:36](=[O:57])[C:37]5[CH:42]=[CH:41][C:40]([C:43]6[CH:48]=[C:47]([O:49][CH3:50])[C:46]([O:51][CH2:52][CH2:53][CH3:54])=[C:45]([O:55][CH3:56])[CH:44]=6)=[CH:39][CH:38]=5)[CH2:32][CH2:31]4)[CH2:23][CH2:22]3)=[O:20])=[CH:17][CH:16]=2)[CH:6]=[C:7]([O:13][CH3:14])[C:8]=1[O:9][CH2:10][CH2:11][CH3:12].C(OCC)(=O)C.[ClH:66].C(OCC)C. (5) Given the product [CH3:34][O:35][C:1](=[O:5])[C:2]([C:22]1[C:21]2[C:16](=[CH:17][CH:18]=[CH:19][C:20]=2[Cl:23])[NH:15][C:14]=1[C:11]1[CH:12]=[CH:13][C:8]([Cl:7])=[C:9]([S:24](=[O:25])(=[O:26])[NH:27][CH:28]2[CH2:33][CH2:32][CH2:31][CH2:30][CH2:29]2)[CH:10]=1)=[O:3], predict the reactants needed to synthesize it. The reactants are: [C:1](Cl)(=[O:5])[C:2](Cl)=[O:3].[Cl:7][C:8]1[CH:13]=[CH:12][C:11]([C:14]2[NH:15][C:16]3[C:21]([CH:22]=2)=[C:20]([Cl:23])[CH:19]=[CH:18][CH:17]=3)=[CH:10][C:9]=1[S:24]([NH:27][CH:28]1[CH2:33][CH2:32][CH2:31][CH2:30][CH2:29]1)(=[O:26])=[O:25].[CH3:34][OH:35]. (6) Given the product [CH3:9][O:8][C:4]1[CH:3]=[C:2]([C:22]2([OH:25])[CH2:23][CH2:24][C:19]3([O:18][CH2:17][CH2:16][O:15]3)[CH2:20][CH2:21]2)[CH:7]=[CH:6][CH:5]=1, predict the reactants needed to synthesize it. The reactants are: Br[C:2]1[CH:3]=[C:4]([O:8][CH3:9])[CH:5]=[CH:6][CH:7]=1.C([Li])CCC.[O:15]1[C:19]2([CH2:24][CH2:23][C:22](=[O:25])[CH2:21][CH2:20]2)[O:18][CH2:17][CH2:16]1. (7) Given the product [CH2:9]([O:11][C:12]([C@@:14]1([NH:19][C:20]([N:22]2[CH2:26][C@H:25]([O:27][Si:1]([C:4]([CH3:7])([CH3:6])[CH3:5])([CH3:3])[CH3:2])[CH2:24][C@H:23]2[C:28](=[O:37])[N:29]([CH2:31][CH2:32][CH2:33][CH2:34][CH:35]=[CH2:36])[CH3:30])=[O:21])[CH2:16][C@@H:15]1[CH:17]=[CH2:18])=[O:13])[CH3:10], predict the reactants needed to synthesize it. The reactants are: [Si:1](Cl)([C:4]([CH3:7])([CH3:6])[CH3:5])([CH3:3])[CH3:2].[CH2:9]([O:11][C:12]([C@@:14]1([NH:19][C:20]([N:22]2[CH2:26][C@H:25]([OH:27])[CH2:24][C@H:23]2[C:28](=[O:37])[N:29]([CH2:31][CH2:32][CH2:33][CH2:34][CH:35]=[CH2:36])[CH3:30])=[O:21])[CH2:16][C@@H:15]1[CH:17]=[CH2:18])=[O:13])[CH3:10]. (8) Given the product [F:19][C:20]([F:25])([F:24])[C:21]([OH:23])=[O:22].[NH2:9][CH:5]1[C:4]([CH3:17])([CH3:18])[CH:3]([CH2:2][I:1])[O:7][C:6]1=[O:8], predict the reactants needed to synthesize it. The reactants are: [I:1][CH2:2][CH:3]1[O:7][C:6](=[O:8])[CH:5]([NH:9]C(=O)OC(C)(C)C)[C:4]1([CH3:18])[CH3:17].[F:19][C:20]([F:25])([F:24])[C:21]([OH:23])=[O:22].